Dataset: Reaction yield outcomes from USPTO patents with 853,638 reactions. Task: Predict the reaction yield, written as a fraction of the theoretical maximum amount of product (1.0 means a 100% yield; for example, 0.34 means a 34% yield). The reactants are [C:1]([O:5][C:6]([NH:8][C:9]1[CH:32]=[CH:31][C:12]([C:13]([NH:15][NH:16][C:17]2[N:18]=[N:19][C:20]([Cl:30])=[CH:21][C:22]=2[C:23]([O:25][C:26]([CH3:29])([CH3:28])[CH3:27])=[O:24])=O)=[CH:11][CH:10]=1)=[O:7])([CH3:4])([CH3:3])[CH3:2].C1COCC1.P(CC)(CC)CC.CCN(C(C)C)C(C)C. The catalyst is C(Cl)(Cl)(Cl)Cl. The product is [C:1]([O:5][C:6]([NH:8][C:9]1[CH:32]=[CH:31][C:12]([C:13]2[N:18]3[N:19]=[C:20]([Cl:30])[CH:21]=[C:22]([C:23]([O:25][C:26]([CH3:29])([CH3:28])[CH3:27])=[O:24])[C:17]3=[N:16][N:15]=2)=[CH:11][CH:10]=1)=[O:7])([CH3:4])([CH3:3])[CH3:2]. The yield is 0.710.